Regression. Given a target protein amino acid sequence and a drug SMILES string, predict the binding affinity score between them. We predict pIC50 (pIC50 = -log10(IC50 in M); higher means more potent). Dataset: bindingdb_ic50. From a dataset of Drug-target binding data from BindingDB using IC50 measurements. The drug is NS(=O)(=O)c1ccc(Sc2ccccn2)c(C(=O)NCc2ccccn2)c1. The target protein (P22748) has sequence MRMLLALLALSAARPSASAESHWCYEVQAESSNYPCLVPVKWGGNCQKDRQSPINIVTTKAKVDKKLGRFFFSGYDKKQTWTVQNNGHSVMMLLENKASISGGGLPAPYQAKQLHLHWSDLPYKGSEHSLDGEHFAMEMHIVHEKEKGTSRNVKEAQDPEDEIAVLAFLVEAGTQVNEGFQPLVEALSNIPKPEMSTTMAESSLLDLLPKEEKLRHYFRYLGSLTTPTCDEKVVWTVFREPIQLHREQILAFSQKLYYDKEQTVSMKDNVRPLQQLGQRTVIKSGAPGRPLPWALPALLGPMLACLLAGFLR. The pIC50 is 5.3.